This data is from NCI-60 drug combinations with 297,098 pairs across 59 cell lines. The task is: Regression. Given two drug SMILES strings and cell line genomic features, predict the synergy score measuring deviation from expected non-interaction effect. (1) Drug 1: C1C(C(OC1N2C=C(C(=O)NC2=O)F)CO)O. Drug 2: CC1=C(C(CCC1)(C)C)C=CC(=CC=CC(=CC(=O)O)C)C. Cell line: SF-268. Synergy scores: CSS=26.1, Synergy_ZIP=-9.18, Synergy_Bliss=-14.1, Synergy_Loewe=-11.5, Synergy_HSA=-8.49. (2) Drug 1: C1CCN(CC1)CCOC2=CC=C(C=C2)C(=O)C3=C(SC4=C3C=CC(=C4)O)C5=CC=C(C=C5)O. Drug 2: CC1C(C(CC(O1)OC2CC(OC(C2O)C)OC3=CC4=CC5=C(C(=O)C(C(C5)C(C(=O)C(C(C)O)O)OC)OC6CC(C(C(O6)C)O)OC7CC(C(C(O7)C)O)OC8CC(C(C(O8)C)O)(C)O)C(=C4C(=C3C)O)O)O)O. Cell line: HT29. Synergy scores: CSS=14.2, Synergy_ZIP=4.55, Synergy_Bliss=12.3, Synergy_Loewe=-0.732, Synergy_HSA=2.71. (3) Drug 1: CS(=O)(=O)CCNCC1=CC=C(O1)C2=CC3=C(C=C2)N=CN=C3NC4=CC(=C(C=C4)OCC5=CC(=CC=C5)F)Cl. Drug 2: C1CNP(=O)(OC1)N(CCCl)CCCl. Cell line: A498. Synergy scores: CSS=5.86, Synergy_ZIP=1.24, Synergy_Bliss=2.74, Synergy_Loewe=-7.94, Synergy_HSA=2.84. (4) Drug 1: C1=CC(=CC=C1CC(C(=O)O)N)N(CCCl)CCCl.Cl. Drug 2: COC1=C2C(=CC3=C1OC=C3)C=CC(=O)O2. Cell line: 786-0. Synergy scores: CSS=18.7, Synergy_ZIP=-4.84, Synergy_Bliss=0.240, Synergy_Loewe=-2.43, Synergy_HSA=-2.13. (5) Drug 1: C1CN(CCN1C(=O)CCBr)C(=O)CCBr. Drug 2: CC1C(C(CC(O1)OC2CC(CC3=C2C(=C4C(=C3O)C(=O)C5=CC=CC=C5C4=O)O)(C(=O)C)O)N)O. Cell line: NCI-H460. Synergy scores: CSS=47.6, Synergy_ZIP=-4.43, Synergy_Bliss=-5.84, Synergy_Loewe=-0.975, Synergy_HSA=0.905. (6) Drug 1: CC12CCC(CC1=CCC3C2CCC4(C3CC=C4C5=CN=CC=C5)C)O. Drug 2: CC1=C(C(=O)C2=C(C1=O)N3CC4C(C3(C2COC(=O)N)OC)N4)N. Cell line: OVCAR-5. Synergy scores: CSS=36.3, Synergy_ZIP=-4.95, Synergy_Bliss=0.447, Synergy_Loewe=-16.6, Synergy_HSA=2.43. (7) Drug 1: C1=NC(=NC(=O)N1C2C(C(C(O2)CO)O)O)N. Drug 2: C(CCl)NC(=O)N(CCCl)N=O. Cell line: A549. Synergy scores: CSS=21.4, Synergy_ZIP=-4.82, Synergy_Bliss=-0.137, Synergy_Loewe=-9.90, Synergy_HSA=0.0496. (8) Drug 1: CC(CN1CC(=O)NC(=O)C1)N2CC(=O)NC(=O)C2. Drug 2: C1=CC=C(C=C1)NC(=O)CCCCCCC(=O)NO. Cell line: NCI-H322M. Synergy scores: CSS=11.2, Synergy_ZIP=1.30, Synergy_Bliss=4.85, Synergy_Loewe=-26.5, Synergy_HSA=5.55. (9) Drug 1: CN(C)N=NC1=C(NC=N1)C(=O)N. Drug 2: C(CN)CNCCSP(=O)(O)O. Cell line: OVCAR-4. Synergy scores: CSS=4.36, Synergy_ZIP=-1.20, Synergy_Bliss=2.40, Synergy_Loewe=2.06, Synergy_HSA=2.31. (10) Drug 1: C1=CC(=CC=C1CC(C(=O)O)N)N(CCCl)CCCl.Cl. Drug 2: CC1=C(C(=CC=C1)Cl)NC(=O)C2=CN=C(S2)NC3=CC(=NC(=N3)C)N4CCN(CC4)CCO. Cell line: SF-539. Synergy scores: CSS=31.8, Synergy_ZIP=-3.29, Synergy_Bliss=4.39, Synergy_Loewe=-32.8, Synergy_HSA=2.65.